Dataset: Forward reaction prediction with 1.9M reactions from USPTO patents (1976-2016). Task: Predict the product of the given reaction. (1) The product is: [CH3:14][N:15]1[CH2:20][CH2:19][N:18]([CH2:3][C:2]([CH3:1])([N:6]2[CH:10]=[C:9]([N+:11]([O-:13])=[O:12])[N:8]=[CH:7]2)[CH3:5])[CH2:17][CH2:16]1. Given the reactants [CH3:1][C:2]([N:6]1[CH:10]=[C:9]([N+:11]([O-:13])=[O:12])[N:8]=[CH:7]1)([CH3:5])[CH:3]=O.[CH3:14][N:15]1[CH2:20][CH2:19][NH:18][CH2:17][CH2:16]1, predict the reaction product. (2) Given the reactants O=C1C2C(=CC=CC=2)C(=O)[N:3]1[CH2:12][C@@H:13]([NH:25][C:26]([C:28]1[CH:32]=[C:31]([C:33]2[N:37]([CH3:38])[N:36]=[CH:35][CH:34]=2)[S:30][CH:29]=1)=[O:27])[CH2:14][C:15]1[CH:20]=[CH:19][CH:18]=[CH:17][C:16]=1[C:21]([F:24])([F:23])[F:22].NN, predict the reaction product. The product is: [NH2:3][CH2:12][C@@H:13]([NH:25][C:26]([C:28]1[CH:32]=[C:31]([C:33]2[N:37]([CH3:38])[N:36]=[CH:35][CH:34]=2)[S:30][CH:29]=1)=[O:27])[CH2:14][C:15]1[CH:20]=[CH:19][CH:18]=[CH:17][C:16]=1[C:21]([F:24])([F:23])[F:22]. (3) Given the reactants [Cl:1][C:2]1[CH:7]=[CH:6][CH:5]=[CH:4][C:3]=1[S:8]([N:11]([C@H:13]1[C:21]2[C:16](=[CH:17][CH:18]=[C:19]([C:22]([O:24]C)=[O:23])[CH:20]=2)[CH2:15][CH2:14]1)[CH3:12])(=[O:10])=[O:9].O[Li].O, predict the reaction product. The product is: [Cl:1][C:2]1[CH:7]=[CH:6][CH:5]=[CH:4][C:3]=1[S:8]([N:11]([C@H:13]1[C:21]2[C:16](=[CH:17][CH:18]=[C:19]([C:22]([OH:24])=[O:23])[CH:20]=2)[CH2:15][CH2:14]1)[CH3:12])(=[O:9])=[O:10]. (4) Given the reactants Cl[C:2]1[CH:7]=[C:6]([C:8]2[CH:13]=[CH:12][CH:11]=[C:10]([F:14])[C:9]=2[F:15])[N:5]=[CH:4][N:3]=1.[CH3:16][CH:17]([OH:21])[C:18]#[C:19][CH3:20].[H-].[Na+].O, predict the reaction product. The product is: [F:15][C:9]1[C:10]([F:14])=[CH:11][CH:12]=[CH:13][C:8]=1[C:6]1[CH:7]=[C:2]([O:21][CH:17]([CH3:16])[C:18]#[C:19][CH3:20])[N:3]=[CH:4][N:5]=1.